Dataset: Forward reaction prediction with 1.9M reactions from USPTO patents (1976-2016). Task: Predict the product of the given reaction. (1) Given the reactants C(=O)([O-])[O-].[Na+].[Na+].[N:7]1[C:14](Cl)=[N:13][C:11](Cl)=[N:10][C:8]=1Cl.[CH2:16]([NH:19][CH2:20][CH:21]=[CH2:22])[CH:17]=[CH2:18].[OH-].[Na+], predict the reaction product. The product is: [CH2:16]([N:19]([C:8]1[N:10]=[C:11]([N:19]([CH2:20][CH:21]=[CH2:22])[CH2:16][CH:17]=[CH2:18])[N:13]=[C:14]([N:19]([CH2:20][CH:21]=[CH2:22])[CH2:16][CH:17]=[CH2:18])[N:7]=1)[CH2:20][CH:21]=[CH2:22])[CH:17]=[CH2:18]. (2) Given the reactants [CH2:1]([N:5]1[CH2:10][CH2:9][CH:8]([CH2:11][NH:12][C:13]([C:15]2[C:23]3[CH:22]=[CH:21][CH:20]=[CH:19][C:18]=3[N:17]3[CH2:24][CH2:25][CH2:26][O:27][C:16]=23)=[O:14])[CH2:7][CH2:6]1)[CH2:2][CH2:3][CH3:4].[ClH:28], predict the reaction product. The product is: [ClH:28].[CH2:1]([N:5]1[CH2:6][CH2:7][CH:8]([CH2:11][NH:12][C:13]([C:15]2[C:23]3[CH:22]=[CH:21][CH:20]=[CH:19][C:18]=3[N:17]3[CH2:24][CH2:25][CH2:26][O:27][C:16]=23)=[O:14])[CH2:9][CH2:10]1)[CH2:2][CH2:3][CH3:4]. (3) Given the reactants [CH3:1][CH:2]1[CH2:7][CH2:6][N:5]([CH:8]2[CH2:13][CH2:12][N:11]([CH2:14][CH:15]([C:17]3[CH:22]=[CH:21][CH:20]=[CH:19][CH:18]=3)O)[CH2:10][CH2:9]2)[CH2:4][CH2:3]1.CS(Cl)(=O)=O.[CH3:28][O:29][CH2:30][CH2:31][N:32]1[CH2:37][CH2:36][NH:35][CH2:34][CH2:33]1, predict the reaction product. The product is: [CH3:28][O:29][CH2:30][CH2:31][N:32]1[CH2:37][CH2:36][N:35]([CH:15]([C:17]2[CH:22]=[CH:21][CH:20]=[CH:19][CH:18]=2)[CH2:14][N:11]2[CH2:12][CH2:13][CH:8]([N:5]3[CH2:6][CH2:7][CH:2]([CH3:1])[CH2:3][CH2:4]3)[CH2:9][CH2:10]2)[CH2:34][CH2:33]1. (4) Given the reactants [CH:1]1([N:7]2[C:11]3[N:12]=[C:13]([CH:17]4[CH2:20][N:19]([C:21]5[S:22][CH:23]=[C:24](Br)[N:25]=5)[CH2:18]4)[NH:14][C:15](=[O:16])[C:10]=3[CH:9]=[N:8]2)[CH2:6][CH2:5][CH2:4][CH2:3][CH2:2]1.[C:27]1(B(O)O)[CH:32]=[CH:31][CH:30]=[CH:29][CH:28]=1.C(=O)([O-])[O-].[Na+].[Na+], predict the reaction product. The product is: [CH:1]1([N:7]2[C:11]3[N:12]=[C:13]([CH:17]4[CH2:20][N:19]([C:21]5[S:22][CH:23]=[C:24]([C:27]6[CH:32]=[CH:31][CH:30]=[CH:29][CH:28]=6)[N:25]=5)[CH2:18]4)[NH:14][C:15](=[O:16])[C:10]=3[CH:9]=[N:8]2)[CH2:6][CH2:5][CH2:4][CH2:3][CH2:2]1. (5) Given the reactants [Br:1][C:2]1[C:3](Cl)=[N:4][CH:5]=[C:6]([CH:12]=1)[C:7]([O:9][CH2:10][CH3:11])=[O:8].[NH:14]1[CH2:19][CH2:18][NH:17][CH2:16][CH2:15]1.C(N(CC)CC)C.C([O-])([O-])=O.[K+].[K+], predict the reaction product. The product is: [Br:1][C:2]1[C:3]([N:14]2[CH2:19][CH2:18][NH:17][CH2:16][CH2:15]2)=[N:4][CH:5]=[C:6]([CH:12]=1)[C:7]([O:9][CH2:10][CH3:11])=[O:8]. (6) Given the reactants C([O:4][CH2:5][CH2:6][CH2:7][CH2:8][CH2:9][O:10][C:11]1[CH:16]=[C:15]([C:17]2[CH:22]=[CH:21][CH:20]=[CH:19][CH:18]=2)[CH:14]=[C:13]([C:23]2[CH:28]=[CH:27][CH:26]=[CH:25][CH:24]=2)[N:12]=1)(=O)C.[OH-].[Na+], predict the reaction product. The product is: [C:17]1([C:15]2[CH:14]=[C:13]([C:23]3[CH:24]=[CH:25][CH:26]=[CH:27][CH:28]=3)[N:12]=[C:11]([O:10][CH2:9][CH2:8][CH2:7][CH2:6][CH2:5][OH:4])[CH:16]=2)[CH:18]=[CH:19][CH:20]=[CH:21][CH:22]=1. (7) Given the reactants [CH3:1][C:2]1[N:3]([S:12]([C:15]2[CH:20]=[CH:19][CH:18]=[CH:17][CH:16]=2)(=[O:14])=[O:13])[CH:4]=[CH:5][C:6]=1[C:7](OCC)=[O:8].C1(C)C=CC=CC=1.[H-].C([Al+]CC(C)C)C(C)C, predict the reaction product. The product is: [CH3:1][C:2]1[N:3]([S:12]([C:15]2[CH:20]=[CH:19][CH:18]=[CH:17][CH:16]=2)(=[O:13])=[O:14])[CH:4]=[CH:5][C:6]=1[CH2:7][OH:8]. (8) Given the reactants Cl.[F:2][C:3]1[C:4]([CH2:9][O:10][C:11]2[C:12]3[N:13]([C:18]([C:22](O)=[O:23])=[C:19]([CH3:21])[N:20]=3)[CH:14]=[C:15]([CH3:17])[CH:16]=2)=[N:5][CH:6]=[CH:7][CH:8]=1.CN(C(ON1N=NC2C=CC=CC1=2)=[N+](C)C)C.[B-](F)(F)(F)F.CN1CCOCC1.Cl.[NH2:55][CH:56]([CH2:61][C:62]([F:65])([F:64])[F:63])[C:57]([O:59][CH3:60])=[O:58], predict the reaction product. The product is: [F:63][C:62]([F:64])([F:65])[CH2:61][CH:56]([NH:55][C:22]([C:18]1[N:13]2[CH:14]=[C:15]([CH3:17])[CH:16]=[C:11]([O:10][CH2:9][C:4]3[C:3]([F:2])=[CH:8][CH:7]=[CH:6][N:5]=3)[C:12]2=[N:20][C:19]=1[CH3:21])=[O:23])[C:57]([O:59][CH3:60])=[O:58].